Task: Predict the reactants needed to synthesize the given product.. Dataset: Full USPTO retrosynthesis dataset with 1.9M reactions from patents (1976-2016) (1) Given the product [N+:17]([C:7]1[CH:6]=[C:5]2[C:10](=[CH:9][CH:8]=1)[O:1][C:2]([C:12]([O:14][CH2:15][CH3:16])=[O:13])=[CH:3][C:4]2=[O:11])([O-:19])=[O:18], predict the reactants needed to synthesize it. The reactants are: [O:1]1[C:10]2[C:5](=[CH:6][CH:7]=[CH:8][CH:9]=2)[C:4](=[O:11])[CH:3]=[C:2]1[C:12]([O:14][CH2:15][CH3:16])=[O:13].[N+:17]([O-])([O-:19])=[O:18].[K+].O1C2C=CC=CC=2C=CC1. (2) Given the product [CH:31]([N:28]1[CH2:27][CH2:26][N:25]([C:23]([C:19]2[CH:20]=[C:21]3[C:22](=[CH:17][CH:18]=2)[N:14]([CH:11]2[CH2:12][CH2:13][N:8]([CH2:6][CH2:36][CH3:37])[CH2:9][CH2:10]2)[CH:15]=[CH:16]3)=[O:24])[CH2:30][CH2:29]1)([CH3:33])[CH3:32], predict the reactants needed to synthesize it. The reactants are: C(O[C:6]([N:8]1[CH2:13][CH2:12][CH:11]([N:14]2[C:22]3[C:17](=[CH:18][C:19]([C:23]([N:25]4[CH2:30][CH2:29][N:28]([CH:31]([CH3:33])[CH3:32])[CH2:27][CH2:26]4)=[O:24])=[CH:20][CH:21]=3)[CH:16]=[CH:15]2)[CH2:10][CH2:9]1)=O)(C)(C)C.Cl.O1CCO[CH2:37][CH2:36]1. (3) Given the product [Si:1]([O:8][C:9]1[C:10]([F:19])=[C:11]([C:24]2[N:25]=[CH:26][C:21]([NH2:20])=[N:22][CH:23]=2)[CH:12]=[CH:13][C:14]=1[CH3:15])([C:4]([CH3:7])([CH3:6])[CH3:5])([CH3:3])[CH3:2], predict the reactants needed to synthesize it. The reactants are: [Si:1]([O:8][C:9]1[C:10]([F:19])=[C:11](B(O)O)[CH:12]=[CH:13][C:14]=1[CH3:15])([C:4]([CH3:7])([CH3:6])[CH3:5])([CH3:3])[CH3:2].[NH2:20][C:21]1[CH:26]=[N:25][C:24](Br)=[CH:23][N:22]=1.C([O-])([O-])=O.[Na+].[Na+]. (4) Given the product [CH3:1][O:2][C:3]1[CH:4]=[C:5]([N:11]2[CH:16]=[C:15]([C:17]#[N:18])[C:14](=[O:19])[N:13]([CH2:22][C:23]3[CH:28]=[CH:27][CH:26]=[C:25]([C:29]([F:30])([F:31])[F:32])[C:24]=3[CH3:33])[C:12]2=[O:20])[CH:6]=[CH:7][C:8]=1[O:9][CH3:10], predict the reactants needed to synthesize it. The reactants are: [CH3:1][O:2][C:3]1[CH:4]=[C:5]([N:11]2[CH:16]=[C:15]([C:17]#[N:18])[C:14](=[O:19])[NH:13][C:12]2=[O:20])[CH:6]=[CH:7][C:8]=1[O:9][CH3:10].Br[CH2:22][C:23]1[CH:28]=[CH:27][CH:26]=[C:25]([C:29]([F:32])([F:31])[F:30])[C:24]=1[CH3:33].C(=O)([O-])[O-].[K+].[K+].[I-].[K+]. (5) Given the product [OH:29][C:30]([CH3:35])([CH3:34])[C:31]([N:1]1[CH2:6][CH2:5][CH:4]([CH2:7][NH:8][C:9]2[CH:10]=[CH:11][C:12]3[N:13]([C:15]([C:18]4[CH:23]=[CH:22][CH:21]=[C:20]([O:24][C:25]([F:26])([F:28])[F:27])[CH:19]=4)=[CH:16][N:17]=3)[N:14]=2)[CH2:3][CH2:2]1)=[O:32], predict the reactants needed to synthesize it. The reactants are: [NH:1]1[CH2:6][CH2:5][CH:4]([CH2:7][NH:8][C:9]2[CH:10]=[CH:11][C:12]3[N:13]([C:15]([C:18]4[CH:23]=[CH:22][CH:21]=[C:20]([O:24][C:25]([F:28])([F:27])[F:26])[CH:19]=4)=[CH:16][N:17]=3)[N:14]=2)[CH2:3][CH2:2]1.[OH:29][C:30]([CH3:35])([CH3:34])[C:31](O)=[O:32].C(Cl)CCl.C1C=NC2N(O)N=NC=2C=1.CN1CCOCC1. (6) Given the product [Cl:1][C:2]1[C:3]([O:19][CH:20]([CH3:22])[CH3:21])=[C:4]([CH:17]([OH:18])[CH2:23][CH3:24])[CH:5]=[C:6]2[C:11]=1[O:10][C:9]([CH3:12])([CH3:13])[CH:8]=[C:7]2[CH:14]([CH3:16])[CH3:15], predict the reactants needed to synthesize it. The reactants are: [Cl:1][C:2]1[C:3]([O:19][CH:20]([CH3:22])[CH3:21])=[C:4]([CH:17]=[O:18])[CH:5]=[C:6]2[C:11]=1[O:10][C:9]([CH3:13])([CH3:12])[CH:8]=[C:7]2[CH:14]([CH3:16])[CH3:15].[CH2:23]([Mg]Br)[CH3:24]. (7) Given the product [CH3:14][C:6]1[C:5]2[C:4]([C:15]([O:17][CH3:18])=[O:16])=[CH:3][C:2]([C:27]3[CH:28]=[N:29][CH:30]=[CH:31][CH:32]=3)=[CH:10][C:9]=2[N:8]([CH:11]([CH3:13])[CH3:12])[N:7]=1, predict the reactants needed to synthesize it. The reactants are: Br[C:2]1[CH:3]=[C:4]([C:15]([O:17][CH3:18])=[O:16])[C:5]2[C:6]([CH3:14])=[N:7][N:8]([CH:11]([CH3:13])[CH3:12])[C:9]=2[CH:10]=1.CC1(C)C(C)(C)OB([C:27]2[CH:28]=[N:29][CH:30]=[CH:31][CH:32]=2)O1.C(=O)(O)[O-].[Na+]. (8) Given the product [Cl:1][C:2]1[C:6]([CH3:7])=[CH:5][N:4]([C:8]2[CH:9]=[N:10][CH:11]=[CH:12][CH:13]=2)[N:3]=1, predict the reactants needed to synthesize it. The reactants are: [Cl:1][C:2]1[CH:6]([CH3:7])[CH2:5][N:4]([C:8]2[CH:9]=[N:10][CH:11]=[CH:12][CH:13]=2)[N:3]=1. (9) Given the product [CH3:8][O:9][C:10]1[CH:15]=[C:14]([N+:16]([O-:18])=[O:17])[CH:13]=[CH:12][C:11]=1[O:19][C:2]1[N:7]=[CH:6][CH:5]=[CH:4][N:3]=1, predict the reactants needed to synthesize it. The reactants are: Br[C:2]1[N:7]=[CH:6][CH:5]=[CH:4][N:3]=1.[CH3:8][O:9][C:10]1[CH:15]=[C:14]([N+:16]([O-:18])=[O:17])[CH:13]=[CH:12][C:11]=1[OH:19].C([O-])([O-])=O.[Cs+].[Cs+]. (10) Given the product [F:34][C:35]([F:45])([F:46])[C:36]1[CH:44]=[CH:43][C:39]([C:40]([O:15][N:14]=[C:12]([CH2:11][O:10][CH2:9][CH2:8][CH2:7][CH2:6][CH2:5][O:4][C:3]2[C:2]([Cl:1])=[CH:19][C:18]([O:20][CH2:21][CH:22]=[C:23]([Cl:25])[Cl:24])=[CH:17][C:16]=2[Cl:26])[CH3:13])=[O:41])=[CH:38][CH:37]=1, predict the reactants needed to synthesize it. The reactants are: [Cl:1][C:2]1[CH:19]=[C:18]([O:20][CH2:21][CH:22]=[C:23]([Cl:25])[Cl:24])[CH:17]=[C:16]([Cl:26])[C:3]=1[O:4][CH2:5][CH2:6][CH2:7][CH2:8][CH2:9][O:10][CH2:11][C:12](=[N:14][OH:15])[CH3:13].C(N(CC)CC)C.[F:34][C:35]([F:46])([F:45])[C:36]1[CH:44]=[CH:43][C:39]([C:40](Cl)=[O:41])=[CH:38][CH:37]=1.Cl.